Dataset: Forward reaction prediction with 1.9M reactions from USPTO patents (1976-2016). Task: Predict the product of the given reaction. (1) Given the reactants [C:1]1([C@H:7]([NH:19][C:20]([O:22][C@@H:23]2[CH:28]3[CH2:29][CH2:30][N:25]([CH2:26][CH2:27]3)[CH2:24]2)=[O:21])[C:8]2[CH:9]=[C:10]([CH:16]=[CH:17][CH:18]=2)[O:11][CH2:12][C:13](O)=[O:14])[CH:6]=[CH:5][CH:4]=[CH:3][CH:2]=1.[NH2:31][C:32]1[CH:39]=[CH:38][C:35]([CH2:36][OH:37])=[CH:34][CH:33]=1, predict the reaction product. The product is: [OH:37][CH2:36][C:35]1[CH:38]=[CH:39][C:32]([NH:31][C:13](=[O:14])[CH2:12][O:11][C:10]2[CH:9]=[C:8]([C@@H:7]([NH:19][C:20](=[O:21])[O:22][C@@H:23]3[CH:28]4[CH2:29][CH2:30][N:25]([CH2:26][CH2:27]4)[CH2:24]3)[C:1]3[CH:2]=[CH:3][CH:4]=[CH:5][CH:6]=3)[CH:18]=[CH:17][CH:16]=2)=[CH:33][CH:34]=1. (2) The product is: [N:34]1[CH:35]=[CH:36][CH:37]=[C:32]([S:29]([CH:15]([NH:16][CH2:17][C:18]2[CH:23]=[CH:22][C:21]([N:24]3[CH:28]=[N:27][CH:26]=[N:25]3)=[CH:20][CH:19]=2)[C:11]2[N:10]=[C:9]([NH:8][CH2:7][C:6]([OH:45])=[O:5])[CH:14]=[CH:13][CH:12]=2)(=[O:30])=[O:31])[CH:33]=1. Given the reactants C([O:5][C:6](=[O:45])[CH2:7][N:8](C(OC(C)(C)C)=O)[C:9]1[CH:14]=[CH:13][CH:12]=[C:11]([CH:15]([S:29]([C:32]2[CH:33]=[N:34][CH:35]=[CH:36][CH:37]=2)(=[O:31])=[O:30])[NH:16][CH2:17][C:18]2[CH:23]=[CH:22][C:21]([N:24]3[CH:28]=[N:27][CH:26]=[N:25]3)=[CH:20][CH:19]=2)[N:10]=1)(C)(C)C.C(OC(=O)CN(C(OC(C)(C)C)=O)C1C=CC=C(C(CC2C=CC(C3C=CC=CN=3)=CC=2)NS(C2C=NC=CC=2)(=O)=O)N=1)(C)(C)C, predict the reaction product. (3) The product is: [Br:1][C:2]1[CH:3]=[CH:4][C:5]([N:9]2[CH2:15][CH2:14][CH2:13][NH:12][CH2:11][CH2:10]2)=[N:6][CH:7]=1. Given the reactants [Br:1][C:2]1[CH:3]=[CH:4][C:5](F)=[N:6][CH:7]=1.[NH:9]1[CH2:15][CH2:14][CH2:13][NH:12][CH2:11][CH2:10]1, predict the reaction product. (4) The product is: [F:1][C:2]1[CH:3]=[CH:4][C:5]([O:12][CH:16]([CH2:15][CH:14]=[CH2:13])[CH3:17])=[C:6]([CH:11]=1)[C:7]([O:9][CH3:10])=[O:8]. Given the reactants [F:1][C:2]1[CH:3]=[CH:4][C:5]([OH:12])=[C:6]([CH:11]=1)[C:7]([O:9][CH3:10])=[O:8].[CH3:13][C@@H:14](O)[CH2:15][CH:16]=[CH2:17].C1(P(C2C=CC=CC=2)C2C=CC=CC=2)C=CC=CC=1.CC(OC(/N=N/C(OC(C)C)=O)=O)C, predict the reaction product. (5) Given the reactants [CH3:1][C:2]1[CH:3]=[C:4]([C:9]2[NH:10][C:11]3[C:16]([CH:17]=2)=[CH:15][C:14]([C:18]([CH3:25])([CH3:24])[C:19]([O:21]CC)=[O:20])=[CH:13][CH:12]=3)[CH:5]=[C:6]([CH3:8])[CH:7]=1.[OH-].[K+], predict the reaction product. The product is: [CH3:1][C:2]1[CH:3]=[C:4]([C:9]2[NH:10][C:11]3[C:16]([CH:17]=2)=[CH:15][C:14]([C:18]([CH3:25])([CH3:24])[C:19]([OH:21])=[O:20])=[CH:13][CH:12]=3)[CH:5]=[C:6]([CH3:8])[CH:7]=1. (6) Given the reactants [CH3:1][CH:2]1[NH:7][CH2:6][CH:5]([NH:8][C:9](=[O:15])[O:10][C:11]([CH3:14])([CH3:13])[CH3:12])[CH2:4][CH2:3]1.Cl[C:17]1[CH:22]=[CH:21][N:20]=[CH:19][C:18]=1[N+:23]([O-:25])=[O:24].CCN(C(C)C)C(C)C, predict the reaction product. The product is: [CH3:1][CH:2]1[N:7]([C:17]2[CH:22]=[CH:21][N:20]=[CH:19][C:18]=2[N+:23]([O-:25])=[O:24])[CH2:6][CH:5]([NH:8][C:9](=[O:15])[O:10][C:11]([CH3:14])([CH3:13])[CH3:12])[CH2:4][CH2:3]1.